This data is from Forward reaction prediction with 1.9M reactions from USPTO patents (1976-2016). The task is: Predict the product of the given reaction. (1) Given the reactants [Cl:1][C:2]1[CH:11]=[CH:10][CH:9]=[C:8]([Cl:12])[C:3]=1[C:4](=[N:6][OH:7])[NH2:5].[N+:13]([C:16]1[CH:17]=[C:18]([CH:22]=[CH:23][CH:24]=1)[C:19](Cl)=O)([O-:15])=[O:14].C(=O)([O-])[O-].[Na+].[Na+], predict the reaction product. The product is: [Cl:1][C:2]1[CH:11]=[CH:10][CH:9]=[C:8]([Cl:12])[C:3]=1[C:4]1[N:5]=[C:19]([C:18]2[CH:22]=[CH:23][CH:24]=[C:16]([N+:13]([O-:15])=[O:14])[CH:17]=2)[O:7][N:6]=1. (2) Given the reactants [NH2:1][CH:2]1[C:8](=[O:9])[NH:7][C:6]2[CH:10]=[CH:11][CH:12]=[CH:13][C:5]=2[C:4]([C:14]2[C:19]([CH2:20][N:21]3[CH2:26][CH2:25][O:24][CH2:23][CH2:22]3)=[CH:18][C:17]([Cl:27])=[CH:16][C:15]=2[Cl:28])=[N:3]1.[Cl:29][C:30]1[CH:31]=[N:32][C:33]([O:39][CH2:40][CH2:41][O:42][CH3:43])=[C:34]([CH:38]=1)[C:35](O)=[O:36], predict the reaction product. The product is: [Cl:29][C:30]1[CH:31]=[N:32][C:33]([O:39][CH2:40][CH2:41][O:42][CH3:43])=[C:34]([CH:38]=1)[C:35]([NH:1][CH:2]1[C:8](=[O:9])[NH:7][C:6]2[CH:10]=[CH:11][CH:12]=[CH:13][C:5]=2[C:4]([C:14]2[C:19]([CH2:20][N:21]3[CH2:22][CH2:23][O:24][CH2:25][CH2:26]3)=[CH:18][C:17]([Cl:27])=[CH:16][C:15]=2[Cl:28])=[N:3]1)=[O:36]. (3) Given the reactants [NH2:1][CH2:2][CH2:3][CH2:4][C@H:5]([NH:9][C:10]([C:12]1[S:13][C:14]([CH:17]([C:25]2[CH:30]=[CH:29][CH:28]=[CH:27][C:26]=2[Cl:31])[C:18]2[CH:23]=[CH:22][CH:21]=[CH:20][C:19]=2[Cl:24])=[CH:15][CH:16]=1)=[O:11])[C:6]([OH:8])=[O:7].[C:32]([OH:38])([C:34]([F:37])([F:36])[F:35])=[O:33].C(O)C.Cl.[C:43](=[NH:46])(O)[CH3:44], predict the reaction product. The product is: [Cl:24][C:19]1[CH:20]=[CH:21][CH:22]=[CH:23][C:18]=1[CH:17]([C:25]1[CH:30]=[CH:29][CH:28]=[CH:27][C:26]=1[Cl:31])[C:14]1[S:13][C:12]([C:10]([NH:9][C@@H:5]([CH2:4][CH2:3][CH2:2][NH:1][C:43](=[NH:46])[CH3:44])[C:6]([OH:8])=[O:7])=[O:11])=[CH:16][CH:15]=1.[C:32]([OH:38])([C:34]([F:37])([F:36])[F:35])=[O:33]. (4) The product is: [CH3:3][C@H:2]([CH2:4][C:5]([O:7][CH3:8])=[O:6])[C:1]([O:10][CH3:11])=[O:9]. Given the reactants [C:1]([O:10][CH3:11])(=[O:9])[C:2]([CH2:4][C:5]([O:7][CH3:8])=[O:6])=[CH2:3], predict the reaction product. (5) Given the reactants [N:1]1[CH:6]=[CH:5][CH:4]=[C:3]([CH:7]2[CH2:11][CH2:10][N:9]([C:12]([C:14]3[CH:15]=[C:16]([C:34]([O:36]C)=O)[C:17]([C:20]4[CH:25]=[C:24]([C:26]([F:29])([F:28])[F:27])[CH:23]=[C:22]([C:30]([F:33])([F:32])[F:31])[CH:21]=4)=[CH:18][CH:19]=3)=[O:13])[CH2:8]2)[CH:2]=1.O.[NH2:39][NH2:40].C1(C)C=CC=CC=1, predict the reaction product. The product is: [N:1]1[CH:6]=[CH:5][CH:4]=[C:3]([CH:7]2[CH2:11][CH2:10][N:9]([C:12]([C:14]3[CH:15]=[C:16]([C:34]([NH:39][NH2:40])=[O:36])[C:17]([C:20]4[CH:25]=[C:24]([C:26]([F:27])([F:28])[F:29])[CH:23]=[C:22]([C:30]([F:33])([F:31])[F:32])[CH:21]=4)=[CH:18][CH:19]=3)=[O:13])[CH2:8]2)[CH:2]=1. (6) Given the reactants [CH3:1][C:2]1[CH:9]=[C:8]([N+:10]([O-:12])=[O:11])[CH:7]=[CH:6][C:3]=1[C:4]#[N:5].O, predict the reaction product. The product is: [CH3:1][C:2]1[CH:9]=[C:8]([N+:10]([O-:12])=[O:11])[CH:7]=[CH:6][C:3]=1[CH2:4][NH2:5].